This data is from Reaction yield outcomes from USPTO patents with 853,638 reactions. The task is: Predict the reaction yield, written as a fraction of the theoretical maximum amount of product (1.0 means a 100% yield; for example, 0.34 means a 34% yield). The reactants are Br[C:2]1[CH:3]=[CH:4][C:5]2[N:6]([N:8]=[CH:9][N:10]=2)[CH:7]=1.[C:11](=[NH:24])([C:18]1[CH:23]=[CH:22][CH:21]=[CH:20][CH:19]=1)[C:12]1[CH:17]=[CH:16][CH:15]=[CH:14][CH:13]=1.CC(C)([O-])C.[Na+]. The catalyst is C1(C)C=CC=CC=1.C1C=CC(/C=C/C(/C=C/C2C=CC=CC=2)=O)=CC=1.C1C=CC(/C=C/C(/C=C/C2C=CC=CC=2)=O)=CC=1.C1C=CC(/C=C/C(/C=C/C2C=CC=CC=2)=O)=CC=1.[Pd].[Pd].C1C=CC(P(C2C(C3C(P(C4C=CC=CC=4)C4C=CC=CC=4)=CC=C4C=3C=CC=C4)=C3C(C=CC=C3)=CC=2)C2C=CC=CC=2)=CC=1. The product is [C:11](=[N:24][C:2]1[CH:3]=[CH:4][C:5]2[N:6]([N:8]=[CH:9][N:10]=2)[CH:7]=1)([C:18]1[CH:19]=[CH:20][CH:21]=[CH:22][CH:23]=1)[C:12]1[CH:17]=[CH:16][CH:15]=[CH:14][CH:13]=1. The yield is 0.690.